From a dataset of Reaction yield outcomes from USPTO patents with 853,638 reactions. Predict the reaction yield, written as a fraction of the theoretical maximum amount of product (1.0 means a 100% yield; for example, 0.34 means a 34% yield). (1) The reactants are Cl[CH2:2][C:3]1[O:4][C:5]([C:14]2[CH:19]=[CH:18][C:17]([S:20]([NH2:23])(=[O:22])=[O:21])=[CH:16][CH:15]=2)=[C:6]([C:8]2[CH:13]=[CH:12][CH:11]=[CH:10][CH:9]=2)[N:7]=1.C(=O)([O-])[O-].[K+].[K+].CN(C)C=O.[F:35][C:36]1[CH:37]=[C:38]([OH:50])[CH:39]=[C:40]([C:42]2([O:48][CH3:49])[CH2:47][CH2:46][O:45][CH2:44][CH2:43]2)[CH:41]=1. The catalyst is O. The product is [F:35][C:36]1[CH:37]=[C:38]([CH:39]=[C:40]([C:42]2([O:48][CH3:49])[CH2:43][CH2:44][O:45][CH2:46][CH2:47]2)[CH:41]=1)[O:50][CH2:2][C:3]1[O:4][C:5]([C:14]2[CH:19]=[CH:18][C:17]([S:20]([NH2:23])(=[O:22])=[O:21])=[CH:16][CH:15]=2)=[C:6]([C:8]2[CH:13]=[CH:12][CH:11]=[CH:10][CH:9]=2)[N:7]=1. The yield is 0.400. (2) The reactants are [Cl:1][C:2]1[N:10](CC=C)[C:9]2[C:8](=[O:14])[N:7]([CH3:15])[C:6](=[O:16])[NH:5][C:4]=2[N:3]=1.C(=O)([O-])[O-].[Na+].[Na+].[CH2:23](I)[CH2:24][CH2:25][CH2:26][CH2:27][CH3:28].N1CCOCC1. The catalyst is CN(C=O)C.CCOC(C)=O.C1C=CC([P]([Pd]([P](C2C=CC=CC=2)(C2C=CC=CC=2)C2C=CC=CC=2)([P](C2C=CC=CC=2)(C2C=CC=CC=2)C2C=CC=CC=2)[P](C2C=CC=CC=2)(C2C=CC=CC=2)C2C=CC=CC=2)(C2C=CC=CC=2)C2C=CC=CC=2)=CC=1. The product is [Cl:1][C:2]1[NH:10][C:9]2[C:8](=[O:14])[N:7]([CH3:15])[C:6](=[O:16])[N:5]([CH2:23][CH2:24][CH2:25][CH2:26][CH2:27][CH3:28])[C:4]=2[N:3]=1. The yield is 0.540.